This data is from Peptide-MHC class II binding affinity with 134,281 pairs from IEDB. The task is: Regression. Given a peptide amino acid sequence and an MHC pseudo amino acid sequence, predict their binding affinity value. This is MHC class II binding data. (1) The peptide sequence is TGTEKLIETYFSKNYQDYEYL. The MHC is DRB1_1501 with pseudo-sequence DRB1_1501. The binding affinity (normalized) is 0.395. (2) The peptide sequence is GELQIVDKIDAAFKF. The MHC is DRB1_1101 with pseudo-sequence DRB1_1101. The binding affinity (normalized) is 0.574.